Task: Predict the product of the given reaction.. Dataset: Forward reaction prediction with 1.9M reactions from USPTO patents (1976-2016) (1) Given the reactants [CH3:1][N:2]([CH3:23])[CH:3]1[CH2:7][CH2:6][N:5]([C:8]2[CH:13]=[CH:12][C:11]([NH:14][C:15]([CH:17]3[CH2:22][CH2:21][NH:20][CH2:19][CH2:18]3)=[O:16])=[CH:10][CH:9]=2)[CH2:4]1.C(=O)([O-])[O-].[K+].[K+].[F:30][C:31]1[CH:36]=[CH:35][C:34]([S:37](Cl)(=[O:39])=[O:38])=[CH:33][CH:32]=1, predict the reaction product. The product is: [CH3:1][N:2]([CH3:23])[CH:3]1[CH2:7][CH2:6][N:5]([C:8]2[CH:9]=[CH:10][C:11]([NH:14][C:15]([CH:17]3[CH2:22][CH2:21][N:20]([S:37]([C:34]4[CH:35]=[CH:36][C:31]([F:30])=[CH:32][CH:33]=4)(=[O:39])=[O:38])[CH2:19][CH2:18]3)=[O:16])=[CH:12][CH:13]=2)[CH2:4]1. (2) The product is: [CH2:11]([C:3]1[CH2:8][CH2:7][CH2:6][C:5](=[O:9])[CH:4]=1)[CH2:12][CH2:13][CH3:14]. Given the reactants CO[C:3]1[CH2:8][CH2:7][CH2:6][C:5](=[O:9])[CH:4]=1.[Li][CH2:11][CH2:12][CH2:13][CH3:14], predict the reaction product.